This data is from Full USPTO retrosynthesis dataset with 1.9M reactions from patents (1976-2016). The task is: Predict the reactants needed to synthesize the given product. (1) Given the product [F:10][C:11]([F:20])([F:21])[O:12][C:13]1[CH:14]=[C:15]([CH:16]=[CH:17][CH:18]=1)[O:19][CH2:3][CH2:4][C:5]([O:7][CH2:8][CH3:9])=[O:6], predict the reactants needed to synthesize it. The reactants are: BrC[CH2:3][CH2:4][C:5]([O:7][CH2:8][CH3:9])=[O:6].[F:10][C:11]([F:21])([F:20])[O:12][C:13]1[CH:14]=[C:15]([OH:19])[CH:16]=[CH:17][CH:18]=1.C(=O)([O-])[O-].[K+].[K+]. (2) The reactants are: [Cl:1][C:2]1[CH:3]=[C:4]([NH:12][CH:13]2[CH2:18][CH2:17][NH:16][CH2:15][CH2:14]2)[C:5]2[N:6]([C:8]([CH3:11])=[N:9][N:10]=2)[N:7]=1.[C:19](O)(=O)C.C=O.O. Given the product [Cl:1][C:2]1[CH:3]=[C:4]([NH:12][CH:13]2[CH2:14][CH2:15][N:16]([CH3:19])[CH2:17][CH2:18]2)[C:5]2[N:6]([C:8]([CH3:11])=[N:9][N:10]=2)[N:7]=1, predict the reactants needed to synthesize it. (3) The reactants are: [Si:1]([O:8][CH2:9][CH2:10][NH:11][C:12]1[CH:17]=[CH:16][C:15]([NH:18][S:19]([C:22]2[CH:27]=[CH:26][C:25]([NH:28][C:29](=[O:31])[CH3:30])=[CH:24][CH:23]=2)(=[O:21])=[O:20])=[CH:14][C:13]=1[N+:32]([O-])=O)([C:4]([CH3:7])([CH3:6])[CH3:5])([CH3:3])[CH3:2]. Given the product [NH2:32][C:13]1[CH:14]=[C:15]([NH:18][S:19]([C:22]2[CH:23]=[CH:24][C:25]([NH:28][C:29](=[O:31])[CH3:30])=[CH:26][CH:27]=2)(=[O:21])=[O:20])[CH:16]=[CH:17][C:12]=1[NH:11][CH2:10][CH2:9][O:8][Si:1]([C:4]([CH3:7])([CH3:6])[CH3:5])([CH3:3])[CH3:2], predict the reactants needed to synthesize it. (4) Given the product [Cl:1][C:2]1[CH:7]=[CH:6][CH:5]=[C:4]([Cl:8])[C:3]=1[C:9]1[NH:10][C:11]2[CH:17]=[C:16]([C:18]3[O:19][C:29]([NH:28][C:24]4[CH:23]=[C:22]([CH3:31])[CH:27]=[CH:26][CH:25]=4)=[N:21][N:20]=3)[CH:15]=[CH:14][C:12]=2[N:13]=1, predict the reactants needed to synthesize it. The reactants are: [Cl:1][C:2]1[CH:7]=[CH:6][CH:5]=[C:4]([Cl:8])[C:3]=1[C:9]1[NH:10][C:11]2[CH:17]=[C:16]([C:18]([NH:20][NH2:21])=[O:19])[CH:15]=[CH:14][C:12]=2[N:13]=1.[C:22]1([CH3:31])[CH:27]=[CH:26][CH:25]=[C:24]([N:28]=[C:29]=S)[CH:23]=1.CCN=C=NCCCN(C)C.CCOC(C)=O. (5) Given the product [C:1]([O:20][CH2:21][CH:22]([O:36][C:37](=[O:55])[CH2:38][CH2:39][CH2:40][CH2:41][CH2:42][CH2:43][CH2:44]/[CH:45]=[CH:46]\[CH2:47]/[CH:48]=[CH:49]\[CH2:50]/[CH:51]=[CH:52]\[CH2:53][CH3:54])[CH2:23][O:24][C@@H:25]1[O:33][C@H:32]([CH2:34][OH:35])[C@H:30]([OH:31])[C@H:28]([OH:29])[C@H:26]1[OH:27])(=[O:19])[CH2:2][CH2:3][CH2:4][CH2:5][CH2:6][CH2:7][CH2:8]/[CH:9]=[CH:10]\[CH2:11]/[CH:12]=[CH:13]\[CH2:14]/[CH:15]=[CH:16]\[CH2:17][CH3:18].[C:56]([O:75][CH2:76][CH:77]([O:91][C:92](=[O:110])[CH2:93][CH2:94][CH2:95][CH2:96][CH2:97][CH2:98][CH2:99]/[CH:100]=[CH:101]\[CH2:102]/[CH:103]=[CH:104]\[CH2:105]/[CH:106]=[CH:107]\[CH2:108][CH3:109])[CH2:78][O:79][C@@H:80]1[O:88][C@H:87]([CH2:89][OH:90])[C@@H:85]([OH:86])[C@H:83]([OH:84])[C@H:81]1[OH:82])(=[O:74])[CH2:57][CH2:58][CH2:59][CH2:60][CH2:61][CH2:62][CH2:63]/[CH:64]=[CH:65]\[CH2:66]/[CH:67]=[CH:68]\[CH2:69]/[CH:70]=[CH:71]\[CH2:72][CH3:73].[C@@H:25]1([O:24][CH:23]([CH2:180][CH2:179][CH2:178][CH2:177][CH2:176]/[CH:175]=[CH:174]\[CH2:173]/[CH:172]=[CH:171]\[CH2:170]/[CH:169]=[CH:168]\[CH2:167][CH3:166])[CH:22]([CH2:131][CH:132]([O:146][C:147](=[O:165])[CH2:148][CH2:149][CH2:150][CH2:151][CH2:152][CH2:153][CH2:154]/[CH:155]=[CH:156]\[CH2:157]/[CH:158]=[CH:159]\[CH2:160]/[CH:161]=[CH:162]\[CH2:163][CH3:164])[CH3:133])[C:21]([O-:20])=[O:239])[O:33][C@H:32]([CH2:34][OH:35])[C@H:30]([OH:31])[C@H:28]([OH:29])[C@H:26]1[OH:27], predict the reactants needed to synthesize it. The reactants are: [C:1]([O:20][CH2:21][CH:22]([O:36][C:37](=[O:55])[CH2:38][CH2:39][CH2:40][CH2:41][CH2:42][CH2:43][CH2:44]/[CH:45]=[CH:46]\[CH2:47]/[CH:48]=[CH:49]\[CH2:50]/[CH:51]=[CH:52]\[CH2:53][CH3:54])[CH2:23][O:24][C@@H:25]1[O:33][C@H:32]([CH2:34][OH:35])[C@H:30]([OH:31])[C@H:28]([OH:29])[C@H:26]1[OH:27])(=[O:19])[CH2:2][CH2:3][CH2:4][CH2:5][CH2:6][CH2:7][CH2:8]/[CH:9]=[CH:10]\[CH2:11]/[CH:12]=[CH:13]\[CH2:14]/[CH:15]=[CH:16]\[CH2:17][CH3:18].[C:56]([O:75][CH2:76][CH:77]([O:91][C:92](=[O:110])[CH2:93][CH2:94][CH2:95][CH2:96][CH2:97][CH2:98][CH2:99]/[CH:100]=[CH:101]\[CH2:102]/[CH:103]=[CH:104]\[CH2:105]/[CH:106]=[CH:107]\[CH2:108][CH3:109])[CH2:78][O:79][C@@H:80]1[O:88][C@H:87]([CH2:89][OH:90])[C@@H:85]([OH:86])[C@H:83]([OH:84])[C@H:81]1[OH:82])(=[O:74])[CH2:57][CH2:58][CH2:59][CH2:60][CH2:61][CH2:62][CH2:63]/[CH:64]=[CH:65]\[CH2:66]/[CH:67]=[CH:68]\[CH2:69]/[CH:70]=[CH:71]\[CH2:72][CH3:73].C(O[CH2:131][CH:132]([O:146][C:147](=[O:165])[CH2:148][CH2:149][CH2:150][CH2:151][CH2:152][CH2:153][CH2:154]/[CH:155]=[CH:156]\[CH2:157]/[CH:158]=[CH:159]\[CH2:160]/[CH:161]=[CH:162]\[CH2:163][CH3:164])[CH2:133]O[C@H]1O[C@H](CO)[C@H](O)[C@H](O)[C@H]1O)(=O)CCCCCCC/C=C\C/C=C\C/C=C\CC.[C:166](OCC(OC(=O)CCCCCCC/C=C\C/C=C\C/C=C\CC)CO[C@H]1O[C@H](CO)[C@@H](O)[C@H](O)[C@H]1O)(=O)[CH2:167][CH2:168][CH2:169][CH2:170][CH2:171][CH2:172][CH2:173]/[CH:174]=[CH:175]\[CH2:176]/[CH:177]=[CH:178]\[CH2:179]/[CH:180]=C\CC.C(OCC(OC(=O)CCCCCCC/C=C\C/C=C\C/C=C\CC)CO[C@@H]1O[C@H](CO[C@H]2O[C@H](CO)[C@H](O)[C@H](O)[C@H]2O)[C@H](O)[C@H](O)[C@H]1O)(=[O:239])CCCCCCC/C=C\C/C=C\C/C=C\CC.C(OCC(OC(=O)CCCCCCC/C=C\C/C=C\C/C=C\CC)CO[C@H]1O[C@H](CO[C@H]2O[C@H](CO)[C@H](O)[C@H](O)[C@H]2O)[C@H](O)[C@H](O)[C@H]1O)(=O)CCCCCCC/C=C\C/C=C\C/C=C\CC. (6) Given the product [Cl:2][CH2:3][CH2:4][N:5]([CH2:9][C:10]1[CH:15]=[CH:14][CH:13]=[CH:12][CH:11]=1)[CH2:6][CH2:7][Cl:8], predict the reactants needed to synthesize it. The reactants are: Cl.[Cl:2][CH2:3][CH2:4][NH:5][CH2:6][CH2:7][Cl:8].[CH2:9](Br)[C:10]1[CH:15]=[CH:14][CH:13]=[CH:12][CH:11]=1.CN(C=O)C. (7) Given the product [Cl:26][C:20]1[CH:21]=[N:22][CH:23]=[C:24]([Cl:25])[C:19]=1[NH:18][C:16]([C:10]1[C:9]2[CH:5]([CH2:4][C:1]([NH:27][C:28]3[CH:33]=[CH:32][CH:31]=[CH:30][CH:29]=3)=[O:2])[CH2:6][O:7][C:8]=2[C:13]([O:14][CH3:15])=[CH:12][CH:11]=1)=[O:17], predict the reactants needed to synthesize it. The reactants are: [C:1]([CH2:4][CH:5]1[C:9]2[C:10]([C:16]([NH:18][C:19]3[C:24]([Cl:25])=[CH:23][N:22]=[CH:21][C:20]=3[Cl:26])=[O:17])=[CH:11][CH:12]=[C:13]([O:14][CH3:15])[C:8]=2[O:7][CH2:6]1)(O)=[O:2].[NH2:27][C:28]1[CH:33]=[CH:32][CH:31]=[CH:30][CH:29]=1.